From a dataset of Forward reaction prediction with 1.9M reactions from USPTO patents (1976-2016). Predict the product of the given reaction. (1) Given the reactants C(OC([N:8]1[CH2:12][CH2:11][CH:10]([C:13]2[N:22]=[CH:21][C:20]3[CH:19]=[C:18]4[N:23]([C:27]([C:40]5[CH:45]=[CH:44][CH:43]=[CH:42][CH:41]=5)([C:34]5[CH:39]=[CH:38][CH:37]=[CH:36][CH:35]=5)[C:28]5[CH:33]=[CH:32][CH:31]=[CH:30][CH:29]=5)[N:24]=[C:25]([Br:26])[C:17]4=[CH:16][C:15]=3[N:14]=2)[CH2:9]1)=O)(C)(C)C.Cl, predict the reaction product. The product is: [Br:26][C:25]1[C:17]2[C:18](=[CH:19][C:20]3[CH:21]=[N:22][C:13]([CH:10]4[CH2:11][CH2:12][NH:8][CH2:9]4)=[N:14][C:15]=3[CH:16]=2)[N:23]([C:27]([C:28]2[CH:33]=[CH:32][CH:31]=[CH:30][CH:29]=2)([C:34]2[CH:35]=[CH:36][CH:37]=[CH:38][CH:39]=2)[C:40]2[CH:45]=[CH:44][CH:43]=[CH:42][CH:41]=2)[N:24]=1. (2) Given the reactants [Cl:1][C:2]1[CH:7]=[C:6]([Cl:8])[CH:5]=[CH:4][C:3]=1[C:9]1[C:17]2[C:13](=[C:14]([NH2:19])[N:15]([CH3:18])[N:16]=2)[CH:12]=[CH:11][CH:10]=1.ClC(Cl)(Cl)[C:22]([N:24]=[C:25]=[O:26])=O.[C:29]([O-])([O-])=O.[K+].[K+], predict the reaction product. The product is: [Cl:1][C:2]1[CH:7]=[C:6]([Cl:8])[CH:5]=[CH:4][C:3]=1[C:9]1[C:17]2[C:13](=[C:14]([NH:19][C:25](=[O:26])[N:24]([CH3:29])[CH3:22])[N:15]([CH3:18])[N:16]=2)[CH:12]=[CH:11][CH:10]=1. (3) Given the reactants [NH2:1][C:2]1[C:3]([OH:12])=[C:4]([CH:9]=[CH:10][CH:11]=1)[C:5]([O:7][CH3:8])=[O:6].N1C=CC=CC=1.[N:19]1[CH:24]=[CH:23][CH:22]=[CH:21][C:20]=1[C:25]1[CH:26]=[C:27]([CH:31]=[CH:32][CH:33]=1)[C:28](Cl)=[O:29], predict the reaction product. The product is: [OH:12][C:3]1[C:2]([NH:1][C:28](=[O:29])[C:27]2[CH:31]=[CH:32][CH:33]=[C:25]([C:20]3[CH:21]=[CH:22][CH:23]=[CH:24][N:19]=3)[CH:26]=2)=[CH:11][CH:10]=[CH:9][C:4]=1[C:5]([O:7][CH3:8])=[O:6]. (4) The product is: [CH2:25]([O:24][C:21]1[CH:20]=[CH:19][C:18]2[C@@H:14]3[CH2:13][CH2:12][C@@H:11]([CH:8]4[CH2:9][CH2:10][C:5](=[O:4])[CH2:6][CH2:7]4)[CH2:27][C@H:15]3[O:16][C:17]=2[C:22]=1[F:23])[CH3:26]. Given the reactants O1[C:5]2([CH2:10][CH2:9][CH:8]([C@H:11]3[CH2:27][C@H:15]4[O:16][C:17]5[C:22]([F:23])=[C:21]([O:24][CH2:25][CH3:26])[CH:20]=[CH:19][C:18]=5[C@@H:14]4[CH2:13][CH2:12]3)[CH2:7][CH2:6]2)[O:4]CC1.C(O)=O.O, predict the reaction product.